Dataset: hERG Central: cardiac toxicity at 1µM, 10µM, and general inhibition. Task: Predict hERG channel inhibition at various concentrations. (1) The drug is CCCc1[nH]n(-c2ccc([N+](=O)[O-])cc2)c(=O)c1C(C)=NCc1ccncc1. Results: hERG_inhib (hERG inhibition (general)): blocker. (2) The compound is O=C(c1ccc(-n2cccn2)cc1)N1CCN(c2ncccc2C(F)(F)F)CC1. Results: hERG_inhib (hERG inhibition (general)): blocker. (3) The molecule is CC(=O)c1ccc(-n2nncc2-c2ccc([N+](=O)[O-])cc2)cc1. Results: hERG_inhib (hERG inhibition (general)): blocker. (4) The molecule is O=C(c1ccco1)N1CCN(C(=O)c2ccc(-c3ccc(Cl)cc3)o2)CC1. Results: hERG_inhib (hERG inhibition (general)): blocker.